Binary classification across 12 toxicity assays. From a dataset of Tox21: 12 toxicity assays (nuclear receptors and stress response pathways). The compound is N#CC(C#N)=NNc1cccc(Cl)c1. It tested positive (active) for: NR-Aromatase (Aromatase enzyme inhibition), SR-HSE (Heat Shock Element response), and SR-MMP (Mitochondrial Membrane Potential disruption).